The task is: Predict the reactants needed to synthesize the given product.. This data is from Full USPTO retrosynthesis dataset with 1.9M reactions from patents (1976-2016). (1) Given the product [O:3]=[C:4]1[NH:13][C:12]2[C:7](=[CH:8][CH:9]=[C:10]([CH2:14][C:15]([OH:17])=[O:16])[CH:11]=2)[N:6]=[CH:5]1, predict the reactants needed to synthesize it. The reactants are: OO.[O:3]=[C:4]1[NH:13][C:12]2[C:7](=[CH:8][CH:9]=[C:10]([CH2:14][C:15]([OH:17])=[O:16])[CH:11]=2)[NH:6][CH2:5]1.[OH-].[Na+]. (2) Given the product [O:21]=[C:2]1[C:3]2([CH2:13][O:12][C:11]3[CH:14]=[C:15]4[C:19](=[CH:20][C:10]2=3)[CH2:18][CH2:17][O:16]4)[C:4]2[C:9](=[CH:8][CH:7]=[CH:6][CH:5]=2)[N:1]1[CH2:29][C:30]1[CH:31]=[C:32]([CH:33]=[CH:34][CH:35]=1)[C:36]#[N:37], predict the reactants needed to synthesize it. The reactants are: [NH:1]1[C:9]2[C:4](=[CH:5][CH:6]=[CH:7][CH:8]=2)[C:3]2([CH2:13][O:12][C:11]3[CH:14]=[C:15]4[C:19](=[CH:20][C:10]2=3)[CH2:18][CH2:17][O:16]4)[C:2]1=[O:21].C(=O)([O-])[O-].[Cs+].[Cs+].Br[CH2:29][C:30]1[CH:35]=[CH:34][CH:33]=[C:32]([C:36]#[N:37])[CH:31]=1. (3) Given the product [NH2:1][C:2]1[N:10]=[C:9]([C:11]2[C:19]3[C:14](=[N:15][CH:16]=[CH:17][CH:18]=3)[N:13]([CH2:20][C:21]3[CH:26]=[CH:25][CH:24]=[CH:23][C:22]=3[F:27])[N:12]=2)[N:8]=[C:7]2[C:3]=1[NH:4][C:5](=[O:28])[N:6]2[CH2:38][C:36]([CH3:39])=[CH2:37], predict the reactants needed to synthesize it. The reactants are: [NH2:1][C:2]1[N:10]=[C:9]([C:11]2[C:19]3[C:14](=[N:15][CH:16]=[CH:17][CH:18]=3)[N:13]([CH2:20][C:21]3[CH:26]=[CH:25][CH:24]=[CH:23][C:22]=3[F:27])[N:12]=2)[N:8]=[C:7]2[C:3]=1[NH:4][C:5](=[O:28])[NH:6]2.CCN(P1(N(C)CCCN1C)=N[C:36]([CH3:39])([CH3:38])[CH3:37])CC.BrCC(C)=C.